From a dataset of Full USPTO retrosynthesis dataset with 1.9M reactions from patents (1976-2016). Predict the reactants needed to synthesize the given product. (1) The reactants are: CS(O[CH2:6][C@H:7]1[CH2:12][N:11]([S:13]([C:16]2[S:17][CH:18]=[CH:19][CH:20]=2)(=[O:15])=[O:14])[CH2:10][CH2:9][N:8]1[C:21]1[CH:26]=[CH:25][C:24]([C:27]([OH:33])([CH3:32])[C:28]([F:31])([F:30])[F:29])=[CH:23][CH:22]=1)(=O)=O.CO.[NH3:36]. Given the product [NH2:36][CH2:6][C@H:7]1[CH2:12][N:11]([S:13]([C:16]2[S:17][CH:18]=[CH:19][CH:20]=2)(=[O:15])=[O:14])[CH2:10][CH2:9][N:8]1[C:21]1[CH:26]=[CH:25][C:24]([C:27]([OH:33])([CH3:32])[C:28]([F:30])([F:31])[F:29])=[CH:23][CH:22]=1, predict the reactants needed to synthesize it. (2) Given the product [OH:14][C:4]1[C:5]2[C:6]3[C:11](=[CH:10][CH:9]=[CH:8][CH:7]=3)[NH:12][C:13]=2[CH:1]=[CH:2][CH:3]=1, predict the reactants needed to synthesize it. The reactants are: [CH2:1]1[C:13]2[NH:12][C:11]3[CH2:10][CH2:9][CH2:8][CH2:7][C:6]=3[C:5]=2[C:4](=[O:14])[CH2:3][CH2:2]1.[OH-].[K+].